Dataset: Forward reaction prediction with 1.9M reactions from USPTO patents (1976-2016). Task: Predict the product of the given reaction. (1) The product is: [Cl:1][C:2]1[CH:3]=[C:4]([CH2:9][S:10]([NH:13][C:14]2[N:15]=[N:16][C:17]([S:22]([CH2:25][CH3:26])(=[O:24])=[O:23])=[CH:18][C:19]=2[OH:20])(=[O:11])=[O:12])[CH:5]=[C:6]([Cl:8])[CH:7]=1. Given the reactants [Cl:1][C:2]1[CH:3]=[C:4]([CH2:9][S:10]([NH:13][C:14]2[N:15]=[N:16][C:17]([S:22]([CH2:25][CH3:26])(=[O:24])=[O:23])=[CH:18][C:19]=2[O:20]C)(=[O:12])=[O:11])[CH:5]=[C:6]([Cl:8])[CH:7]=1, predict the reaction product. (2) Given the reactants [C:1]([C:6]1[CH:11]=[N:10][C:9]([OH:12])=[CH:8][N:7]=1)([O:3][CH2:4][CH3:5])=[O:2].[CH:13]1([CH2:17]O)[CH2:16][CH2:15][CH2:14]1.C1(P(C2C=CC=CC=2)C2C=CC=CC=2)C=CC=CC=1.N(C(OC(C)C)=O)=NC(OC(C)C)=O.C([O-])(O)=O.[Na+], predict the reaction product. The product is: [CH:13]1([CH2:17][O:12][C:9]2[N:10]=[CH:11][C:6]([C:1]([O:3][CH2:4][CH3:5])=[O:2])=[N:7][CH:8]=2)[CH2:16][CH2:15][CH2:14]1. (3) Given the reactants S(=O)(=O)(O)O.[NH2:6][C@H:7]([C:15]([OH:17])=[O:16])[CH2:8][C:9]1[CH:14]=[CH:13][CH:12]=[CH:11][CH:10]=1.II.[I:20]([O-])(=O)=O.[Na+].I([O-])(=O)(=O)=O.[Na+], predict the reaction product. The product is: [I:20][C:12]1[CH:13]=[CH:14][C:9]([CH2:8][C@@H:7]([C:15]([OH:17])=[O:16])[NH2:6])=[CH:10][CH:11]=1. (4) The product is: [CH2:5]([O:7][C:8]1[CH:15]=[CH:14][C:11]([C:12]([OH:3])=[O:13])=[C:10]([F:16])[C:9]=1[F:17])[CH3:6]. Given the reactants CC(C)=[O:3].[CH2:5]([O:7][C:8]1[CH:15]=[CH:14][C:11]([CH2:12][OH:13])=[C:10]([F:16])[C:9]=1[F:17])[CH3:6], predict the reaction product. (5) Given the reactants [NH2:1][C:2]1[C:3](=[O:17])[N:4]([CH2:9][C:10]([O:12]C(C)(C)C)=[O:11])[C:5]([CH3:8])=[CH:6][CH:7]=1.[CH:18]1([CH2:24][S:25](Cl)(=[O:27])=[O:26])[CH2:23][CH2:22][CH2:21][CH2:20][CH2:19]1, predict the reaction product. The product is: [CH:18]1([CH2:24][S:25]([NH:1][C:2]2[C:3](=[O:17])[N:4]([CH2:9][C:10]([OH:12])=[O:11])[C:5]([CH3:8])=[CH:6][CH:7]=2)(=[O:27])=[O:26])[CH2:23][CH2:22][CH2:21][CH2:20][CH2:19]1.